This data is from Full USPTO retrosynthesis dataset with 1.9M reactions from patents (1976-2016). The task is: Predict the reactants needed to synthesize the given product. (1) Given the product [Cl:26][C:22]1[CH:23]=[CH:24][C:25]2[N:16]([CH2:15][CH2:14][CH2:13][NH:12][CH2:6][C:2]3[NH:1][CH:5]=[CH:4][N:3]=3)[C:17](=[O:31])[C:18]3=[C:29]([CH3:30])[NH:28][N:27]=[C:19]3[C:20]=2[CH:21]=1, predict the reactants needed to synthesize it. The reactants are: [NH:1]1[CH:5]=[CH:4][N:3]=[C:2]1[CH:6]=O.[BH3-]C#N.[Na+].[NH2:12][CH2:13][CH2:14][CH2:15][N:16]1[C:25]2[CH:24]=[CH:23][C:22]([Cl:26])=[CH:21][C:20]=2[C:19]2=[N:27][NH:28][C:29]([CH3:30])=[C:18]2[C:17]1=[O:31]. (2) The reactants are: C(OC([N:8]1[CH2:13][CH2:12][N:11]([C:14]2[C:15]3[CH2:31][S:30][CH2:29][C:16]=3[N:17]=[C:18]([C:20]3[CH:25]=[C:24]([F:26])[C:23]([Cl:27])=[CH:22][C:21]=3[F:28])[N:19]=2)[CH2:10][CH2:9]1)=O)(C)(C)C.[ClH:32].O1CCOCC1.[OH-].[Na+].C(OCC)C. Given the product [ClH:27].[ClH:32].[Cl:27][C:23]1[C:24]([F:26])=[CH:25][C:20]([C:18]2[N:19]=[C:14]([N:11]3[CH2:10][CH2:9][NH:8][CH2:13][CH2:12]3)[C:15]3[CH2:31][S:30][CH2:29][C:16]=3[N:17]=2)=[C:21]([F:28])[CH:22]=1, predict the reactants needed to synthesize it. (3) Given the product [NH2:31][C:26]1[CH:27]=[CH:28][CH:29]=[CH:30][C:25]=1[C:24]([N:21]1[CH2:22][CH2:23][CH:18]([N:4]([CH:1]2[CH2:3][CH2:2]2)[S:5]([C:8]2[CH:13]=[CH:12][CH:11]=[C:10]([C:14]([F:17])([F:16])[F:15])[CH:9]=2)(=[O:7])=[O:6])[CH2:19][CH2:20]1)=[O:34], predict the reactants needed to synthesize it. The reactants are: [CH:1]1([N:4]([CH:18]2[CH2:23][CH2:22][N:21]([C:24](=[O:34])[C:25]3[CH:30]=[CH:29][CH:28]=[CH:27][C:26]=3[N+:31]([O-])=O)[CH2:20][CH2:19]2)[S:5]([C:8]2[CH:13]=[CH:12][CH:11]=[C:10]([C:14]([F:17])([F:16])[F:15])[CH:9]=2)(=[O:7])=[O:6])[CH2:3][CH2:2]1.[NH4+].[Cl-].O. (4) Given the product [OH:2][C:3]1[CH:4]=[C:5]2[C:9](=[CH:10][CH:11]=1)[N:8]([CH2:12][CH2:13][CH2:14][CH2:15][CH2:16][N:17]1[CH2:18][CH2:19][CH2:20][CH2:21][CH2:22]1)[C:7]1[C:23]3[CH:31]=[CH:30][CH:29]=[CH:28][C:24]=3[S:25][CH2:26][CH2:27][C:6]2=1, predict the reactants needed to synthesize it. The reactants are: C[O:2][C:3]1[CH:4]=[C:5]2[C:9](=[CH:10][CH:11]=1)[N:8]([CH2:12][CH2:13][CH2:14][CH2:15][CH2:16][N:17]1[CH2:22][CH2:21][CH2:20][CH2:19][CH2:18]1)[C:7]1[C:23]3[CH:31]=[CH:30][CH:29]=[CH:28][C:24]=3[S:25][CH2:26][CH2:27][C:6]2=1. (5) The reactants are: Cl[C:2]1[N:7]2[N:8]=[CH:9][CH:10]=[C:6]2[N:5]=[C:4]([NH:11][C:12](=[O:23])[C:13]2[CH:18]=[CH:17][C:16]([C:19]([OH:22])([CH3:21])[CH3:20])=[CH:15][CH:14]=2)[CH:3]=1.[CH2:24]([O:31][C:32]1[CH:33]=[C:34](B(O)O)[CH:35]=[CH:36][CH:37]=1)[C:25]1[CH:30]=[CH:29][CH:28]=[CH:27][CH:26]=1.O1CCOCC1. Given the product [CH2:24]([O:31][C:32]1[CH:37]=[C:36]([C:2]2[N:7]3[N:8]=[CH:9][CH:10]=[C:6]3[N:5]=[C:4]([NH:11][C:12](=[O:23])[C:13]3[CH:18]=[CH:17][C:16]([C:19]([OH:22])([CH3:21])[CH3:20])=[CH:15][CH:14]=3)[CH:3]=2)[CH:35]=[CH:34][CH:33]=1)[C:25]1[CH:30]=[CH:29][CH:28]=[CH:27][CH:26]=1, predict the reactants needed to synthesize it. (6) Given the product [CH3:1][N:2]([CH3:3])[CH2:7][C:8]([NH:10][CH2:11][C:12]1[CH:20]=[CH:19][CH:18]=[C:17]2[C:13]=1[C:14](=[O:39])[N:15]([CH:22]([C:28]1[CH:33]=[CH:32][C:31]([O:34][CH3:35])=[C:30]([O:36][CH2:37][CH3:38])[CH:29]=1)[CH2:23][S:24]([CH3:27])(=[O:26])=[O:25])[C:16]2=[O:21])=[O:9], predict the reactants needed to synthesize it. The reactants are: [CH3:1][NH:2][CH3:3].CO.Cl[CH2:7][C:8]([NH:10][CH2:11][C:12]1[CH:20]=[CH:19][CH:18]=[C:17]2[C:13]=1[C:14](=[O:39])[N:15]([CH:22]([C:28]1[CH:33]=[CH:32][C:31]([O:34][CH3:35])=[C:30]([O:36][CH2:37][CH3:38])[CH:29]=1)[CH2:23][S:24]([CH3:27])(=[O:26])=[O:25])[C:16]2=[O:21])=[O:9]. (7) The reactants are: [CH2:1]([O:8][C:9]1[CH:10]=[C:11]([CH2:33][OH:34])[CH:12]=[CH:13][C:14]=1[C:15]1[N:16]=[N:17][C:18]([N:21]([CH3:32])[CH:22]2[CH2:27][C:26]([CH3:29])([CH3:28])[NH:25][C:24]([CH3:31])([CH3:30])[CH2:23]2)=[CH:19][CH:20]=1)[C:2]1[CH:7]=[CH:6][CH:5]=[CH:4][CH:3]=1. Given the product [CH2:1]([O:8][C:9]1[CH:10]=[C:11]([CH:12]=[CH:13][C:14]=1[C:15]1[N:16]=[N:17][C:18]([N:21]([CH3:32])[CH:22]2[CH2:27][C:26]([CH3:28])([CH3:29])[NH:25][C:24]([CH3:31])([CH3:30])[CH2:23]2)=[CH:19][CH:20]=1)[CH:33]=[O:34])[C:2]1[CH:3]=[CH:4][CH:5]=[CH:6][CH:7]=1, predict the reactants needed to synthesize it.